From a dataset of Cav3 T-type calcium channel HTS with 100,875 compounds. Binary Classification. Given a drug SMILES string, predict its activity (active/inactive) in a high-throughput screening assay against a specified biological target. (1) The drug is Clc1c(CSc2n(c(nn2)Cn2nc(nn2)c2ccccc2)C)cccc1. The result is 0 (inactive). (2) The molecule is S(=O)(=O)(NCc1ccncc1)c1ccccc1. The result is 0 (inactive). (3) The molecule is O(C(=O)C1N(C2=NC(=C(C3N(c4c(C23C1)cccc4)Cc1ccccc1)C(OC)=O)C(OC)=O)C(=O)CC(C)C)C. The result is 0 (inactive).